Dataset: Buchwald-Hartwig C-N cross coupling reaction yields with 55,370 reactions. Task: Predict the reaction yield, written as a fraction of the theoretical maximum amount of product (1.0 means a 100% yield; for example, 0.34 means a 34% yield). (1) The reactants are Clc1cccnc1.Cc1ccc(N)cc1.O=S(=O)(O[Pd]1c2ccccc2-c2ccccc2N~1)C(F)(F)F.CC(C)c1cc(C(C)C)c(-c2ccccc2P(C2CCCCC2)C2CCCCC2)c(C(C)C)c1.CN1CCCN2CCCN=C12.Cc1ccon1. No catalyst specified. The product is Cc1ccc(Nc2cccnc2)cc1. The yield is 0.117. (2) The reactants are Clc1cccnc1.Cc1ccc(N)cc1.O=S(=O)(O[Pd]1c2ccccc2-c2ccccc2N~1)C(F)(F)F.CC(C)c1cc(C(C)C)c(-c2ccccc2P(C(C)(C)C)C(C)(C)C)c(C(C)C)c1.CN(C)C(=NC(C)(C)C)N(C)C.CCOC(=O)c1cc(C)no1. No catalyst specified. The product is Cc1ccc(Nc2cccnc2)cc1. The yield is 0.0315.